From a dataset of NCI-60 drug combinations with 297,098 pairs across 59 cell lines. Regression. Given two drug SMILES strings and cell line genomic features, predict the synergy score measuring deviation from expected non-interaction effect. (1) Drug 1: CC1C(C(=O)NC(C(=O)N2CCCC2C(=O)N(CC(=O)N(C(C(=O)O1)C(C)C)C)C)C(C)C)NC(=O)C3=C4C(=C(C=C3)C)OC5=C(C(=O)C(=C(C5=N4)C(=O)NC6C(OC(=O)C(N(C(=O)CN(C(=O)C7CCCN7C(=O)C(NC6=O)C(C)C)C)C)C(C)C)C)N)C. Drug 2: CN1C2=C(C=C(C=C2)N(CCCl)CCCl)N=C1CCCC(=O)O.Cl. Cell line: LOX IMVI. Synergy scores: CSS=10.1, Synergy_ZIP=7.99, Synergy_Bliss=6.12, Synergy_Loewe=2.87, Synergy_HSA=2.45. (2) Drug 1: CN(C)N=NC1=C(NC=N1)C(=O)N. Drug 2: C1=CC=C(C=C1)NC(=O)CCCCCCC(=O)NO. Cell line: MCF7. Synergy scores: CSS=8.01, Synergy_ZIP=-5.06, Synergy_Bliss=-0.585, Synergy_Loewe=-19.3, Synergy_HSA=-0.869.